Task: Regression. Given a peptide amino acid sequence and an MHC pseudo amino acid sequence, predict their binding affinity value. This is MHC class II binding data.. Dataset: Peptide-MHC class II binding affinity with 134,281 pairs from IEDB (1) The peptide sequence is ARKVAATAANAAPAN. The MHC is HLA-DPA10201-DPB11401 with pseudo-sequence HLA-DPA10201-DPB11401. The binding affinity (normalized) is 0.575. (2) The peptide sequence is TAAATAPADDKFTVF. The MHC is HLA-DPA10201-DPB11401 with pseudo-sequence HLA-DPA10201-DPB11401. The binding affinity (normalized) is 0.0824. (3) The peptide sequence is RRGSANGKTLGEVWK. The MHC is DRB1_0404 with pseudo-sequence DRB1_0404. The binding affinity (normalized) is 0.311.